Dataset: Forward reaction prediction with 1.9M reactions from USPTO patents (1976-2016). Task: Predict the product of the given reaction. (1) Given the reactants N([O:3][C:4](C)(C)[CH3:5])=O.ClC1C=C2C(=O)N(O)C(=O)C2=CC=1.C1(=NO)CCCCC1.[N+](C1CCCCC1)([O-])=O.[C:38]1(=[O:44])[CH2:43][CH2:42][CH2:41][CH2:40][CH2:39]1, predict the reaction product. The product is: [C:4]([O:44][CH:38]1[CH2:43][CH2:42][CH2:41][CH2:40][CH2:39]1)(=[O:3])[CH3:5]. (2) Given the reactants [F:1][C:2]1[CH:3]=[C:4]([NH2:12])[C:5](=[CH:9][C:10]=1[F:11])[C:6]([OH:8])=O.[CH2:13]([N:20]([CH2:22][C:23]1[CH:28]=[CH:27][CH:26]=[CH:25][CH:24]=1)[NH2:21])[C:14]1[CH:19]=[CH:18][CH:17]=[CH:16][CH:15]=1.Cl.C(N=C=NCCCN(C)C)C, predict the reaction product. The product is: [CH2:22]([N:20]([CH2:13][C:14]1[CH:19]=[CH:18][CH:17]=[CH:16][CH:15]=1)[NH:21][C:6](=[O:8])[C:5]1[CH:9]=[C:10]([F:11])[C:2]([F:1])=[CH:3][C:4]=1[NH2:12])[C:23]1[CH:24]=[CH:25][CH:26]=[CH:27][CH:28]=1. (3) The product is: [F:6][C:7]1[CH:8]=[CH:9][C:10]([O:11][C:12]2[CH:17]=[CH:16][C:15]([S:18]([N:21]3[CH2:30][CH2:29][C:28]4[C:23](=[CH:24][CH:25]=[C:26]([O:31][CH2:32][CH2:33][CH2:34][N:35]5[CH2:36][CH2:37][N:38]([CH3:41])[CH2:39][CH2:40]5)[CH:27]=4)[CH:22]3[C:42]([OH:44])=[O:43])(=[O:19])=[O:20])=[CH:14][CH:13]=2)=[CH:46][CH:47]=1. Given the reactants Cl.NO.[OH-].[Na+].[F:6][C:7]1[CH:47]=[CH:46][C:10]([O:11][C:12]2[CH:17]=[CH:16][C:15]([S:18]([N:21]3[CH2:30][CH2:29][C:28]4[C:23](=[CH:24][CH:25]=[C:26]([O:31][CH2:32][CH2:33][CH2:34][N:35]5[CH2:40][CH2:39][N:38]([CH3:41])[CH2:37][CH2:36]5)[CH:27]=4)[CH:22]3[C:42]([O:44]C)=[O:43])(=[O:20])=[O:19])=[CH:14][CH:13]=2)=[CH:9][CH:8]=1.Cl, predict the reaction product. (4) The product is: [N:38]1([CH2:2][CH2:3][CH2:4][S:5]([N:8]2[CH2:13][CH2:12][CH:11]([C:14]3[C:22]4[C:17](=[C:18]([C:29]([NH2:31])=[O:30])[CH:19]=[C:20]([C:23]5[CH:28]=[CH:27][CH:26]=[CH:25][CH:24]=5)[CH:21]=4)[NH:16][N:15]=3)[CH2:10][CH2:9]2)(=[O:7])=[O:6])[CH2:43][CH2:42][O:41][CH2:40][CH2:39]1. Given the reactants Cl[CH2:2][CH2:3][CH2:4][S:5]([N:8]1[CH2:13][CH2:12][CH:11]([C:14]2[C:22]3[C:17](=[C:18]([C:29]([NH2:31])=[O:30])[CH:19]=[C:20]([C:23]4[CH:28]=[CH:27][CH:26]=[CH:25][CH:24]=4)[CH:21]=3)[NH:16][N:15]=2)[CH2:10][CH2:9]1)(=[O:7])=[O:6].C([O-])([O-])=O.[K+].[K+].[NH:38]1[CH2:43][CH2:42][O:41][CH2:40][CH2:39]1.[I-].[Na+], predict the reaction product.